Dataset: Forward reaction prediction with 1.9M reactions from USPTO patents (1976-2016). Task: Predict the product of the given reaction. (1) Given the reactants [C:1]1([S:7]([C:10]([CH:19]2[CH2:31][C:22]3[NH:23][C:24]4[CH:25]=[CH:26][C:27]([Cl:30])=[CH:28][C:29]=4[C:21]=3[CH2:20]2)([F:18])[C:11]2[O:15][N:14]=[C:13]([CH2:16][NH2:17])[N:12]=2)(=[O:9])=[O:8])[CH:6]=[CH:5][CH:4]=[CH:3][CH:2]=1.[CH3:32][O:33][C:34](=[O:43])[C:35]1[CH:40]=[CH:39][CH:38]=[C:37]([CH:41]=O)[CH:36]=1.COC(=O)C1C=CC=CC=1, predict the reaction product. The product is: [CH3:32][O:33][C:34](=[O:43])[C:35]1[CH:40]=[CH:39][CH:38]=[C:37]([CH2:41][NH:17][CH2:16][C:13]2[N:12]=[C:11]([C:10]([S:7]([C:1]3[CH:2]=[CH:3][CH:4]=[CH:5][CH:6]=3)(=[O:9])=[O:8])([CH:19]3[CH2:31][C:22]4[NH:23][C:24]5[CH:25]=[CH:26][C:27]([Cl:30])=[CH:28][C:29]=5[C:21]=4[CH2:20]3)[F:18])[O:15][N:14]=2)[CH:36]=1. (2) The product is: [NH2:18][CH2:17][C:15]1[C:14]([CH2:19][N:20]([CH3:31])[C@@H:21]2[C:30]3[C:25](=[CH:26][CH:27]=[CH:28][CH:29]=3)[CH2:24][CH2:23][CH2:22]2)=[C:13]([CH3:32])[N:12]=[C:11]([C:4]2[C:3]([CH2:1][CH3:2])=[CH:8][CH:7]=[CH:6][C:5]=2[CH2:9][CH3:10])[N:16]=1. Given the reactants [CH2:1]([C:3]1[CH:8]=[CH:7][CH:6]=[C:5]([CH2:9][CH3:10])[C:4]=1[C:11]1[N:16]=[C:15]([C:17]#[N:18])[C:14]([CH2:19][N:20]([CH3:31])[C@@H:21]2[C:30]3[C:25](=[CH:26][CH:27]=[CH:28][CH:29]=3)[CH2:24][CH2:23][CH2:22]2)=[C:13]([CH3:32])[N:12]=1)[CH3:2].CC(C[AlH]CC(C)C)C.Cl.[OH-].[Na+], predict the reaction product. (3) Given the reactants Br[C:2]1[CH:3]=[C:4]([CH:19]=[CH:20][C:21]=1[N:22]1[CH2:26][CH2:25][C@@H:24]([OH:27])[CH2:23]1)[C:5]([NH:7][C:8]1[CH:13]=[CH:12][C:11]([O:14][C:15]([Cl:18])([F:17])[F:16])=[CH:10][CH:9]=1)=[O:6].O1CCCCC1[N:34]1[C:38](B2OC(C)(C)C(C)(C)O2)=[CH:37][CH:36]=[N:35]1, predict the reaction product. The product is: [Cl:18][C:15]([F:17])([F:16])[O:14][C:11]1[CH:12]=[CH:13][C:8]([NH:7][C:5](=[O:6])[C:4]2[CH:19]=[CH:20][C:21]([N:22]3[CH2:26][CH2:25][C@@H:24]([OH:27])[CH2:23]3)=[C:2]([C:36]3[NH:35][N:34]=[CH:38][CH:37]=3)[CH:3]=2)=[CH:9][CH:10]=1.